This data is from Reaction yield outcomes from USPTO patents with 853,638 reactions. The task is: Predict the reaction yield, written as a fraction of the theoretical maximum amount of product (1.0 means a 100% yield; for example, 0.34 means a 34% yield). (1) The reactants are [F:1][C:2]1[CH:37]=[C:36]([NH:38][C:39]([NH:41][C:42](=[O:51])[CH2:43][C:44]2[CH:49]=[CH:48][C:47]([F:50])=[CH:46][CH:45]=2)=[S:40])[CH:35]=[CH:34][C:3]=1[O:4][C:5]1[CH:10]=[CH:9][N:8]=[C:7]2[CH:11]=[C:12]([C:14]3[N:19]=[CH:18][C:17]([CH2:20][CH2:21][N:22]([CH2:30][CH2:31][O:32][CH3:33])C(=O)OC(C)(C)C)=[CH:16][CH:15]=3)[S:13][C:6]=12.Cl. The catalyst is C(O)(=O)C. The product is [F:1][C:2]1[CH:37]=[C:36]([NH:38][C:39]([NH:41][C:42](=[O:51])[CH2:43][C:44]2[CH:45]=[CH:46][C:47]([F:50])=[CH:48][CH:49]=2)=[S:40])[CH:35]=[CH:34][C:3]=1[O:4][C:5]1[CH:10]=[CH:9][N:8]=[C:7]2[CH:11]=[C:12]([C:14]3[CH:15]=[CH:16][C:17]([CH2:20][CH2:21][NH:22][CH2:30][CH2:31][O:32][CH3:33])=[CH:18][N:19]=3)[S:13][C:6]=12. The yield is 0.490. (2) The reactants are [I:1][C:2]1[CH:3]=[C:4]([CH:8]=[C:9]([I:12])[C:10]=1[OH:11])[C:5]([OH:7])=[O:6].[CH3:13]O. The product is [CH3:13][O:6][C:5](=[O:7])[C:4]1[CH:3]=[C:2]([I:1])[C:10]([OH:11])=[C:9]([I:12])[CH:8]=1. The catalyst is Cl[Ti](Cl)(Cl)Cl. The yield is 0.760. (3) The reactants are [N+:1]([C:4]1[CH:5]=[C:6]([C:10]2[CH2:14][CH:13]([CH2:15][CH2:16][CH:17]=O)[O:12][N:11]=2)[CH:7]=[CH:8][CH:9]=1)([O-:3])=[O:2].[C:19]1([N:25]2[CH2:30][CH2:29][NH:28][CH2:27][CH2:26]2)[CH:24]=[CH:23][CH:22]=[CH:21][CH:20]=1.[BH-](OC(C)=O)(OC(C)=O)OC(C)=O.[Na+]. The catalyst is C(Cl)Cl. The product is [N+:1]([C:4]1[CH:5]=[C:6]([C:10]2[CH2:14][CH:13]([CH2:15][CH2:16][CH2:17][N:28]3[CH2:29][CH2:30][N:25]([C:19]4[CH:24]=[CH:23][CH:22]=[CH:21][CH:20]=4)[CH2:26][CH2:27]3)[O:12][N:11]=2)[CH:7]=[CH:8][CH:9]=1)([O-:3])=[O:2]. The yield is 0.584. (4) The reactants are [CH3:1][C:2]1[CH:7]=[CH:6][CH:5]=[C:4]([CH3:8])[N:3]=1.C1C=C(Cl)C=C(C(OO)=[O:17])C=1. The catalyst is C(Cl)(Cl)Cl. The product is [CH3:1][C:2]1[CH:7]=[CH:6][CH:5]=[C:4]([CH3:8])[N+:3]=1[O-:17]. The yield is 0.850.